Task: Predict which catalyst facilitates the given reaction.. Dataset: Catalyst prediction with 721,799 reactions and 888 catalyst types from USPTO (1) Reactant: C(N(S(F)(F)[F:7])CC)C.[ClH:10].Cl.[CH2:12]([N:14]1[CH2:19][CH2:18][N:17]([C:20]2[C:29]3[C:24](=[CH:25][CH:26]=[CH:27][CH:28]=3)[CH:23]=[C:22]([C:30]3[CH:35]=[CH:34][C:33]([S:36]([CH2:39][CH2:40][CH2:41]O)(=[O:38])=[O:37])=[CH:32][CH:31]=3)[N:21]=2)[CH2:16][CH2:15]1)[CH3:13].C(=O)([O-])[O-].[Na+].[Na+]. Product: [ClH:10].[ClH:10].[CH2:12]([N:14]1[CH2:19][CH2:18][N:17]([C:20]2[C:29]3[C:24](=[CH:25][CH:26]=[CH:27][CH:28]=3)[CH:23]=[C:22]([C:30]3[CH:35]=[CH:34][C:33]([S:36]([CH2:39][CH2:40][CH2:41][F:7])(=[O:38])=[O:37])=[CH:32][CH:31]=3)[N:21]=2)[CH2:16][CH2:15]1)[CH3:13]. The catalyst class is: 366. (2) The catalyst class is: 4. Product: [O:25]1[CH2:29][CH2:28][O:27][CH:26]1[CH:30]1[CH2:35][CH2:34][N:33]([C:62](=[O:63])[CH2:61][CH2:60][C:38]2[CH:39]=[CH:40][C:41]([C:43]([N:45]3[CH2:54][C:53]4[CH:52]=[N:51][N:50]([CH3:55])[C:49]=4[NH:48][C:47]4[CH:56]=[CH:57][CH:58]=[CH:59][C:46]3=4)=[O:44])=[CH:42][C:37]=2[CH3:36])[CH2:32][CH2:31]1. Reactant: CN(C(ON1N=NC2C=CC=CC1=2)=[N+](C)C)C.F[P-](F)(F)(F)(F)F.[O:25]1[CH2:29][CH2:28][O:27][CH:26]1[CH:30]1[CH2:35][CH2:34][NH:33][CH2:32][CH2:31]1.[CH3:36][C:37]1[CH:42]=[C:41]([C:43]([N:45]2[CH2:54][C:53]3[CH:52]=[N:51][N:50]([CH3:55])[C:49]=3[NH:48][C:47]3[CH:56]=[CH:57][CH:58]=[CH:59][C:46]2=3)=[O:44])[CH:40]=[CH:39][C:38]=1[CH2:60][CH2:61][C:62](O)=[O:63].CCN(C(C)C)C(C)C.